Dataset: Catalyst prediction with 721,799 reactions and 888 catalyst types from USPTO. Task: Predict which catalyst facilitates the given reaction. (1) Reactant: Cl[CH:2]1[CH2:7][CH2:6][CH2:5][CH2:4][C:3]1=O.[NH2:9][C:10](=[S:16])[C:11]([O:13][CH2:14][CH3:15])=[O:12]. Product: [S:16]1[C:3]2[CH2:4][CH2:5][CH2:6][CH2:7][C:2]=2[N:9]=[C:10]1[C:11]([O:13][CH2:14][CH3:15])=[O:12]. The catalyst class is: 8. (2) Reactant: Cl[C:2]1[C:11]2=[N:12][N:13](CC3C=CC(OC)=CC=3)[CH:14]=[C:10]2[C:9]2[CH:8]=[C:7]([F:24])[CH:6]=[CH:5][C:4]=2[N:3]=1.[NH2:25][C:26]1[CH:31]=[CH:30][C:29]([N:32]2[CH2:37][CH2:36][N:35]([C:38](=[O:40])[CH3:39])[CH2:34][CH2:33]2)=[CH:28][CH:27]=1.Cl. Product: [F:24][C:7]1[CH:6]=[CH:5][C:4]2[N:3]=[C:2]([NH:25][C:26]3[CH:27]=[CH:28][C:29]([N:32]4[CH2:33][CH2:34][N:35]([C:38](=[O:40])[CH3:39])[CH2:36][CH2:37]4)=[CH:30][CH:31]=3)[C:11]3[NH:12][N:13]=[CH:14][C:10]=3[C:9]=2[CH:8]=1. The catalyst class is: 71. (3) Reactant: [Cl:1][C:2]1[CH:7]=[CH:6][CH:5]=[C:4]([Cl:8])[C:3]=1[C:9]1[C:13]([CH2:14][O:15][C:16]2[CH:17]=[C:18]3[C:23](=[CH:24][CH:25]=2)[CH:22]=[C:21]([C:26]2[CH:27]=[CH:28][C:29]([C:32]([O:34]C)=[O:33])=[N:30][CH:31]=2)[CH:20]=[CH:19]3)=[C:12]([CH:36]([CH3:38])[CH3:37])[O:11][N:10]=1.[OH-].[Na+].CO. Product: [Cl:8][C:4]1[CH:5]=[CH:6][CH:7]=[C:2]([Cl:1])[C:3]=1[C:9]1[C:13]([CH2:14][O:15][C:16]2[CH:17]=[C:18]3[C:23](=[CH:24][CH:25]=2)[CH:22]=[C:21]([C:26]2[CH:27]=[CH:28][C:29]([C:32]([OH:34])=[O:33])=[N:30][CH:31]=2)[CH:20]=[CH:19]3)=[C:12]([CH:36]([CH3:38])[CH3:37])[O:11][N:10]=1. The catalyst class is: 7. (4) Reactant: [CH3:1][C:2]1[N:7]=[C:6]2[CH2:8][O:9][C:10](=[O:11])[C:5]2=[CH:4][CH:3]=1.[Se](=O)=[O:13]. Product: [O:11]=[C:10]1[C:5]2[C:6](=[N:7][C:2]([CH:1]=[O:13])=[CH:3][CH:4]=2)[CH2:8][O:9]1. The catalyst class is: 12. (5) Product: [Cl:11][C:4]1[N:3]=[C:2]([NH:1][C:12](=[O:17])[C:13]([CH3:16])([CH3:15])[CH3:14])[NH:7][C:6]2=[N:8][CH:9]=[CH:10][C:5]=12. Reactant: [NH2:1][C:2]1[NH:7][C:6]2=[N:8][CH:9]=[CH:10][C:5]2=[C:4]([Cl:11])[N:3]=1.[C:12](Cl)(=[O:17])[C:13]([CH3:16])([CH3:15])[CH3:14]. The catalyst class is: 17. (6) Reactant: [C:1]([OH:20])(=[O:19])[CH2:2][CH2:3][CH2:4][CH2:5][CH2:6][CH2:7][CH2:8][CH2:9][CH2:10][CH2:11][CH2:12][CH2:13][CH2:14][CH2:15][C:16]([OH:18])=[O:17].C(NC(C)C)(C)C.[CH3:28][O:29][C:30]1[CH:37]=[CH:36][C:33]([CH2:34]Cl)=[CH:32][CH:31]=1.[Na+].[I-]. Product: [CH3:28][O:29][C:30]1[CH:37]=[CH:36][C:33]([CH2:34][O:17][C:16](=[O:18])[CH2:15][CH2:14][CH2:13][CH2:12][CH2:11][CH2:10][CH2:9][CH2:8][CH2:7][CH2:6][CH2:5][CH2:4][CH2:3][CH2:2][C:1]([OH:20])=[O:19])=[CH:32][CH:31]=1. The catalyst class is: 179. (7) Reactant: [C:1]([C:3]1([C:13](OC)=[O:14])[CH:10]2[CH2:11][CH:6]3[CH2:7][CH:8]([CH2:12][CH:4]1[CH2:5]3)[CH2:9]2)#[N:2].CO.[BH4-].[Li+]. Product: [OH:14][CH2:13][C:3]1([C:1]#[N:2])[CH:4]2[CH2:12][CH:8]3[CH2:7][CH:6]([CH2:11][CH:10]1[CH2:9]3)[CH2:5]2. The catalyst class is: 7.